This data is from Catalyst prediction with 721,799 reactions and 888 catalyst types from USPTO. The task is: Predict which catalyst facilitates the given reaction. (1) Reactant: Cl[C:2]([O:4][C:5]1[CH:10]=[CH:9][C:8]([N+:11]([O-:13])=[O:12])=[CH:7][CH:6]=1)=[O:3].[CH3:14][N:15]1[CH2:20][CH2:19][N:18]([CH2:21][CH2:22][OH:23])[CH2:17][CH2:16]1.CN1CCOCC1. Product: [C:2](=[O:3])([O:4][C:5]1[CH:6]=[CH:7][C:8]([N+:11]([O-:13])=[O:12])=[CH:9][CH:10]=1)[O:23][CH2:22][CH2:21][N:18]1[CH2:19][CH2:20][N:15]([CH3:14])[CH2:16][CH2:17]1. The catalyst class is: 2. (2) Reactant: [OH:1][C:2]1[CH:7]=[C:6]([OH:8])[CH:5]=[CH:4][C:3]=1[C:9](=[O:18])[CH2:10][C:11]1[CH:16]=[CH:15][C:14]([OH:17])=[CH:13][CH:12]=1.B(F)(F)F.[CH3:23]COCC.CS(Cl)(=O)=O. Product: [OH:8][C:6]1[CH:7]=[C:2]2[C:3]([C:9](=[O:18])[C:10]([C:11]3[CH:16]=[CH:15][C:14]([OH:17])=[CH:13][CH:12]=3)=[CH:23][O:1]2)=[CH:4][CH:5]=1. The catalyst class is: 3. (3) Reactant: Cl.[CH:2]12[NH:9][CH:6]([CH2:7][CH2:8]1)[CH2:5][O:4][CH2:3]2.C(N(CC)C(C)C)(C)C.[C:19]([O:25][CH2:26][C:27]1[CH:32]=[C:31]([C:33]2[CH:34]=[CH:35][C:36]3[C:41](Cl)=[N:40][C:39]([Cl:43])=[N:38][C:37]=3[N:44]=2)[CH:30]=[CH:29][C:28]=1[O:45][CH3:46])(=[O:24])[C:20]([CH3:23])([CH3:22])[CH3:21]. Product: [C:19]([O:25][CH2:26][C:27]1[CH:32]=[C:31]([C:33]2[CH:34]=[CH:35][C:36]3[C:41]([N:9]4[CH:6]5[CH2:7][CH2:8][CH:2]4[CH2:3][O:4][CH2:5]5)=[N:40][C:39]([Cl:43])=[N:38][C:37]=3[N:44]=2)[CH:30]=[CH:29][C:28]=1[O:45][CH3:46])(=[O:24])[C:20]([CH3:23])([CH3:22])[CH3:21]. The catalyst class is: 7. (4) Reactant: [Cl:1][C:2]1[N:7]=[C:6]([C:8]([OH:10])=O)[C:5]([F:11])=[CH:4][CH:3]=1.[CH3:12][N:13]1[CH:17]=[CH:16][C:15]([NH2:18])=[N:14]1.Cl.CN(C)CCCN=C=NCC. Product: [Cl:1][C:2]1[N:7]=[C:6]([C:8]([NH:18][C:15]2[CH:16]=[CH:17][N:13]([CH3:12])[N:14]=2)=[O:10])[C:5]([F:11])=[CH:4][CH:3]=1. The catalyst class is: 17. (5) Reactant: [NH2:1][C@H:2]([C:8]([OH:10])=[O:9])[CH2:3][CH2:4][C:5]([OH:7])=[O:6].[F:11][C:12]1[CH:13]=[C:14]2[C:19](=[CH:20][C:21]=1[N:22]1[CH2:27][CH2:26][NH:25][CH2:24][CH2:23]1)[N:18]1[C@H:28]([CH3:30])[S:29][C:17]1=[C:16]([C:31]([OH:33])=[O:32])[C:15]2=[O:34]. Product: [NH2:1][C@H:2]([C:8]([OH:10])=[O:9])[CH2:3][CH2:4][C:5]([OH:7])=[O:6].[F:11][C:12]1[CH:13]=[C:14]2[C:19](=[CH:20][C:21]=1[N:22]1[CH2:27][CH2:26][NH:25][CH2:24][CH2:23]1)[N:18]1[C@H:28]([CH3:30])[S:29][C:17]1=[C:16]([C:31]([OH:33])=[O:32])[C:15]2=[O:34]. The catalyst class is: 6. (6) Reactant: Cl.[NH:2]1[CH2:5][CH:4]([OH:6])[CH2:3]1.C(N(CC)C(C)C)(C)C.[CH:16]1([S:19](Cl)(=[O:21])=[O:20])[CH2:18][CH2:17]1.O. Product: [CH:16]1([S:19]([N:2]2[CH2:5][CH:4]([OH:6])[CH2:3]2)(=[O:21])=[O:20])[CH2:18][CH2:17]1. The catalyst class is: 7.